From a dataset of Forward reaction prediction with 1.9M reactions from USPTO patents (1976-2016). Predict the product of the given reaction. Given the reactants [CH2:1]([NH:8][C:9](=[O:44])[NH:10][C:11]1[CH:12]=[C:13]([C:17]2[N:26]=[C:25]([NH:27][C:28]3[CH:29]=[C:30]4[C:34](=[CH:35][CH:36]=3)[N:33](C(OC(C)(C)C)=O)[N:32]=[CH:31]4)[C:24]3[C:19](=[CH:20][CH:21]=[CH:22][CH:23]=3)[N:18]=2)[CH:14]=[CH:15][CH:16]=1)[C:2]1[CH:7]=[CH:6][CH:5]=[CH:4][CH:3]=1.C(O)(C(F)(F)F)=O, predict the reaction product. The product is: [NH:33]1[C:34]2[C:30](=[CH:29][C:28]([NH:27][C:25]3[C:24]4[C:19](=[CH:20][CH:21]=[CH:22][CH:23]=4)[N:18]=[C:17]([C:13]4[CH:12]=[C:11]([NH:10][C:9]([NH:8][CH2:1][C:2]5[CH:3]=[CH:4][CH:5]=[CH:6][CH:7]=5)=[O:44])[CH:16]=[CH:15][CH:14]=4)[N:26]=3)=[CH:36][CH:35]=2)[CH:31]=[N:32]1.